Dataset: Forward reaction prediction with 1.9M reactions from USPTO patents (1976-2016). Task: Predict the product of the given reaction. (1) Given the reactants [CH3:1][O:2][C:3](=[O:15])[C:4]1[C:5](=[C:10]([OH:14])[CH:11]=[CH:12][CH:13]=1)[C:6]([O:8][CH3:9])=[O:7].C(=O)([O-])[O-].[K+].[K+].[Cl:22][C:23]1[CH:30]=[CH:29][C:26]([CH2:27]Cl)=[CH:25][CH:24]=1, predict the reaction product. The product is: [CH3:1][O:2][C:3](=[O:15])[C:4]1[C:5](=[C:10]([O:14][CH2:27][C:26]2[CH:29]=[CH:30][C:23]([Cl:22])=[CH:24][CH:25]=2)[CH:11]=[CH:12][CH:13]=1)[C:6]([O:8][CH3:9])=[O:7]. (2) Given the reactants [F:1][C:2]([F:16])([F:15])[C:3]([NH:5][CH2:6][C:7]1[CH:12]=[CH:11][C:10]([CH2:13][OH:14])=[CH:9][CH:8]=1)=[O:4].[H-].[Na+].[N:19]([CH2:22][CH2:23][CH2:24][N:25]1[CH:33]=[N:32][C:31]2[C:26]1=[N:27][C:28]([NH2:35])=[N:29][C:30]=2Cl)=[N+:20]=[N-:21].FC(F)(F)C(O)=O, predict the reaction product. The product is: [NH2:35][C:28]1[N:27]=[C:26]2[C:31]([N:32]=[CH:33][N:25]2[CH2:24][CH2:23][CH2:22][N:19]=[N+:20]=[N-:21])=[C:30]([O:14][CH2:13][C:10]2[CH:11]=[CH:12][C:7]([CH2:6][NH:5][C:3](=[O:4])[C:2]([F:15])([F:16])[F:1])=[CH:8][CH:9]=2)[N:29]=1. (3) Given the reactants [CH3:1][O:2][CH2:3][C:4]([C:15]([CH:18]([CH3:20])[CH3:19])([CH3:17])[CH3:16])([C:10](OCC)=[O:11])[C:5](OCC)=[O:6].[H-].[Al+3].[Li+].[H-].[H-].[H-].[OH-].[Na+].S([O-])([O-])(=O)=O.[Na+].[Na+], predict the reaction product. The product is: [OH:11][CH2:10][C:4]([CH2:3][O:2][CH3:1])([C:15]([CH3:16])([CH3:17])[CH:18]([CH3:20])[CH3:19])[CH2:5][OH:6]. (4) The product is: [NH2:1][C:2]1[N:10]=[C:9]2[C:5]([N:6]([CH3:16])[C:7](=[O:14])[N:8]2[CH2:11][CH2:12][OH:13])=[C:4]([Cl:15])[N:3]=1. Given the reactants [NH2:1][C:2]1[N:10]=[C:9]2[C:5]([NH:6][C:7](=[O:14])[N:8]2[CH2:11][CH2:12][OH:13])=[C:4]([Cl:15])[N:3]=1.[C:16]([O-])([O-])=O.[K+].[K+].CI, predict the reaction product. (5) Given the reactants O=[C:2]1[CH2:7][CH2:6][N:5]([C:8]([O:10][C:11]([CH3:14])([CH3:13])[CH3:12])=[O:9])[CH2:4][CH2:3]1.[F:15][C:16]1[CH:23]=[CH:22][C:19]([CH2:20][NH2:21])=[CH:18][CH:17]=1.C(O)(=O)C.[BH3-]C#N.[Na+], predict the reaction product. The product is: [F:15][C:16]1[CH:23]=[CH:22][C:19]([CH2:20][NH:21][CH:2]2[CH2:7][CH2:6][N:5]([C:8]([O:10][C:11]([CH3:14])([CH3:13])[CH3:12])=[O:9])[CH2:4][CH2:3]2)=[CH:18][CH:17]=1. (6) Given the reactants CO[N:3]=[C:4]1[C@@H:9]([CH2:10][O:11][Si:12]([C:25]([CH3:28])([CH3:27])[CH3:26])([C:19]2[CH:24]=[CH:23][CH:22]=[CH:21][CH:20]=2)[C:13]2[CH:18]=[CH:17][CH:16]=[CH:15][CH:14]=2)[CH2:8][C@H:7]2[CH2:29][C@@H:5]1[C:6]2([CH3:31])[CH3:30].B.C1COCC1.[OH-].[Na+], predict the reaction product. The product is: [Si:12]([O:11][CH2:10][C@H:9]1[CH2:8][C@H:7]2[CH2:29][C@H:5]([C:6]2([CH3:31])[CH3:30])[CH:4]1[NH2:3])([C:25]([CH3:28])([CH3:26])[CH3:27])([C:19]1[CH:24]=[CH:23][CH:22]=[CH:21][CH:20]=1)[C:13]1[CH:18]=[CH:17][CH:16]=[CH:15][CH:14]=1.